This data is from Catalyst prediction with 721,799 reactions and 888 catalyst types from USPTO. The task is: Predict which catalyst facilitates the given reaction. (1) Reactant: [C:12]([O:11][C:9](O[C:9]([O:11][C:12]([CH3:15])([CH3:14])[CH3:13])=[O:10])=[O:10])([CH3:15])([CH3:14])[CH3:13].[N+:16]([C:19]1[CH:24]=[CH:23][C:22]([N:25]2[CH2:30][CH2:29][NH:28][CH2:27][CH2:26]2)=[CH:21][CH:20]=1)([O-:18])=[O:17].C(N(CC)CC)C. Product: [C:12]([O:11][C:9]([N:28]1[CH2:29][CH2:30][N:25]([C:22]2[CH:21]=[CH:20][C:19]([N+:16]([O-:18])=[O:17])=[CH:24][CH:23]=2)[CH2:26][CH2:27]1)=[O:10])([CH3:13])([CH3:14])[CH3:15]. The catalyst class is: 1. (2) Reactant: C[O:2][C:3]([C:5]1[NH:6][C:7]2[C:12]([CH:13]=1)=[CH:11][C:10]([O:14][C:15]1[CH:20]=[CH:19][C:18]([NH:21][C:22](=[O:31])[C:23]3[CH:28]=[CH:27][C:26]([Cl:29])=[C:25]([Cl:30])[CH:24]=3)=[CH:17][N:16]=1)=[CH:9][CH:8]=2)=[O:4].[OH-].[Na+].O.Cl. Product: [Cl:30][C:25]1[CH:24]=[C:23]([CH:28]=[CH:27][C:26]=1[Cl:29])[C:22]([NH:21][C:18]1[CH:19]=[CH:20][C:15]([O:14][C:10]2[CH:11]=[C:12]3[C:7](=[CH:8][CH:9]=2)[NH:6][C:5]([C:3]([OH:4])=[O:2])=[CH:13]3)=[N:16][CH:17]=1)=[O:31]. The catalyst class is: 220. (3) Reactant: C([O:5][C:6](=[O:35])[CH2:7][N:8]1[C:16]2[C:11](=[CH:12][CH:13]=[C:14]([Cl:18])[C:15]=2[F:17])[C:10]([S:19][C:20]2[C:21]([F:31])=[C:22]([CH:28]=[CH:29][CH:30]=2)[C:23]([O:25][CH2:26][CH3:27])=[O:24])=[C:9]1[CH:32]1[CH2:34][CH2:33]1)(C)(C)C.C(O)(C(F)(F)F)=O. Product: [Cl:18][C:14]1[C:15]([F:17])=[C:16]2[C:11]([C:10]([S:19][C:20]3[CH:30]=[CH:29][CH:28]=[C:22]([C:23]([O:25][CH2:26][CH3:27])=[O:24])[C:21]=3[F:31])=[C:9]([CH:32]3[CH2:34][CH2:33]3)[N:8]2[CH2:7][C:6]([OH:35])=[O:5])=[CH:12][CH:13]=1. The catalyst class is: 2. (4) Reactant: C(/[CH:4]=[CH:5]/[C:6]1[C:7](=[O:22])[NH:8][C:9](=[O:21])[N:10]([C@H:12]2[O:17][C@@H:16]([CH2:18][OH:19])[C@H:14]([OH:15])[C@@H:13]2[F:20])[CH:11]=1)(O)=O.[Br:23]N1C(=O)CCC1=O.CO.O. Product: [Br:23]/[CH:4]=[CH:5]/[C:6]1[C:7](=[O:22])[NH:8][C:9](=[O:21])[N:10]([C@H:12]2[O:17][C@@H:16]([CH2:18][OH:19])[C@H:14]([OH:15])[C@@H:13]2[F:20])[CH:11]=1. The catalyst class is: 3. (5) Reactant: Cl.Cl.[F:3][C:4]([F:25])([F:24])[C:5]1[CH:10]=[CH:9][C:8]([N:11]2[CH:15]=[CH:14][C:13]([CH2:16][N:17]3[CH2:22][CH2:21][CH:20]([NH2:23])[CH2:19][CH2:18]3)=[CH:12]2)=[CH:7][CH:6]=1.[Cl:26][C:27]1[CH:39]=[CH:38][C:30]([O:31][C:32]([CH3:37])([CH3:36])[C:33]([OH:35])=[O:34])=[CH:29][CH:28]=1.C(N(CC)C(C)C)(C)C.CN(C(ON1N=NC2C=CC=NC1=2)=[N+](C)C)C.F[P-](F)(F)(F)(F)F. Product: [C:33]([OH:35])(=[O:34])[CH3:32].[Cl:26][C:27]1[CH:39]=[CH:38][C:30]([O:31][C:32]([CH3:36])([CH3:37])[C:33]([NH:23][CH:20]2[CH2:21][CH2:22][N:17]([CH2:16][C:13]3[CH:14]=[CH:15][N:11]([C:8]4[CH:9]=[CH:10][C:5]([C:4]([F:3])([F:24])[F:25])=[CH:6][CH:7]=4)[CH:12]=3)[CH2:18][CH2:19]2)=[O:34])=[CH:29][CH:28]=1. The catalyst class is: 3. (6) Reactant: [N-:1]=[N+:2]=[N-:3].[Na+].S([CH:9]1[CH2:16][CH2:15][CH2:14][CH:13]=[CH:12][CH2:11][CH2:10]1)(C)(=O)=O. Product: [N:1]([CH:14]1[CH2:13][CH2:12][CH2:11][CH:10]=[CH:9][CH2:16][CH2:15]1)=[N+:2]=[N-:3]. The catalyst class is: 16. (7) Reactant: [Cl:1][C:2]1[CH:7]=[CH:6][C:5]([C:8]2[CH:17]=[N:16][CH:15]=[C:14]3[C:9]=2[CH:10]=[C:11]([C:18]([OH:20])=O)[CH:12]=[N:13]3)=[CH:4][CH:3]=1.C(Cl)(=O)C(Cl)=O.[CH3:27][S:28]([C:31]1[CH:32]=[C:33]([CH2:37][NH2:38])[CH:34]=[CH:35][CH:36]=1)(=[O:30])=[O:29].C(N(CC)CC)C. Product: [Cl:1][C:2]1[CH:3]=[CH:4][C:5]([C:8]2[CH:17]=[N:16][CH:15]=[C:14]3[C:9]=2[CH:10]=[C:11]([C:18]([NH:38][CH2:37][C:33]2[CH:34]=[CH:35][CH:36]=[C:31]([S:28]([CH3:27])(=[O:30])=[O:29])[CH:32]=2)=[O:20])[CH:12]=[N:13]3)=[CH:6][CH:7]=1. The catalyst class is: 120.